From a dataset of NCI-60 drug combinations with 297,098 pairs across 59 cell lines. Regression. Given two drug SMILES strings and cell line genomic features, predict the synergy score measuring deviation from expected non-interaction effect. Drug 1: CN1CCC(CC1)COC2=C(C=C3C(=C2)N=CN=C3NC4=C(C=C(C=C4)Br)F)OC. Drug 2: C(CN)CNCCSP(=O)(O)O. Cell line: NCI-H226. Synergy scores: CSS=2.63, Synergy_ZIP=-2.03, Synergy_Bliss=-4.94, Synergy_Loewe=-16.6, Synergy_HSA=-6.39.